This data is from Forward reaction prediction with 1.9M reactions from USPTO patents (1976-2016). The task is: Predict the product of the given reaction. Given the reactants [CH2:1]([N:3]([C:29](=O)[C:30]1[CH:35]=[CH:34][C:33]([OH:36])=[CH:32][CH:31]=1)[C:4]1[CH:9]=[C:8]([O:10][CH3:11])[CH:7]=[CH:6][C:5]=1[CH:12]1[CH2:21][CH2:20][C:19]2[CH:18]=[C:17]([O:22]C(=O)C(C)(C)C)[CH:16]=[CH:15][C:14]=2[CH2:13]1)[CH3:2].Cl[CH2:39][C:40]([N:42]1[CH2:47][CH2:46][CH2:45][CH2:44][CH2:43]1)=O, predict the reaction product. The product is: [CH2:1]([N:3]([CH2:29][C:30]1[CH:31]=[CH:32][C:33]([O:36][CH2:39][CH2:40][N:42]2[CH2:47][CH2:46][CH2:45][CH2:44][CH2:43]2)=[CH:34][CH:35]=1)[C:4]1[CH:9]=[C:8]([O:10][CH3:11])[CH:7]=[CH:6][C:5]=1[CH:12]1[CH2:21][CH2:20][C:19]2[CH:18]=[C:17]([OH:22])[CH:16]=[CH:15][C:14]=2[CH2:13]1)[CH3:2].